Task: Predict the reactants needed to synthesize the given product.. Dataset: Full USPTO retrosynthesis dataset with 1.9M reactions from patents (1976-2016) Given the product [F:9][B-:10]([F:13])([F:12])[F:11].[Cl:8][C:3]1[C:2]([N+:1]#[N:15])=[CH:7][CH:6]=[CH:5][N:4]=1, predict the reactants needed to synthesize it. The reactants are: [NH2:1][C:2]1[C:3]([Cl:8])=[N:4][CH:5]=[CH:6][CH:7]=1.[F:9][B-:10]([F:13])([F:12])[F:11].[H+].[N:15](OCCC(C)C)=O.